From a dataset of NCI-60 drug combinations with 297,098 pairs across 59 cell lines. Regression. Given two drug SMILES strings and cell line genomic features, predict the synergy score measuring deviation from expected non-interaction effect. (1) Drug 1: COC1=C(C=C2C(=C1)N=CN=C2NC3=CC(=C(C=C3)F)Cl)OCCCN4CCOCC4. Drug 2: CCC1=CC2CC(C3=C(CN(C2)C1)C4=CC=CC=C4N3)(C5=C(C=C6C(=C5)C78CCN9C7C(C=CC9)(C(C(C8N6C)(C(=O)OC)O)OC(=O)C)CC)OC)C(=O)OC.C(C(C(=O)O)O)(C(=O)O)O. Cell line: SK-MEL-2. Synergy scores: CSS=67.5, Synergy_ZIP=5.71, Synergy_Bliss=5.57, Synergy_Loewe=5.89, Synergy_HSA=8.45. (2) Drug 1: CC1=C(C=C(C=C1)NC2=NC=CC(=N2)N(C)C3=CC4=NN(C(=C4C=C3)C)C)S(=O)(=O)N.Cl. Drug 2: CC1C(C(CC(O1)OC2CC(CC3=C2C(=C4C(=C3O)C(=O)C5=CC=CC=C5C4=O)O)(C(=O)C)O)N)O. Cell line: NCI-H522. Synergy scores: CSS=36.1, Synergy_ZIP=9.47, Synergy_Bliss=7.21, Synergy_Loewe=-10.4, Synergy_HSA=9.72. (3) Drug 1: C1=NC2=C(N=C(N=C2N1C3C(C(C(O3)CO)O)F)Cl)N. Drug 2: CC1C(C(CC(O1)OC2CC(CC3=C2C(=C4C(=C3O)C(=O)C5=CC=CC=C5C4=O)O)(C(=O)C)O)N)O. Cell line: CAKI-1. Synergy scores: CSS=38.5, Synergy_ZIP=-6.80, Synergy_Bliss=-6.66, Synergy_Loewe=-9.57, Synergy_HSA=-3.29. (4) Drug 1: CC1C(C(=O)NC(C(=O)N2CCCC2C(=O)N(CC(=O)N(C(C(=O)O1)C(C)C)C)C)C(C)C)NC(=O)C3=C4C(=C(C=C3)C)OC5=C(C(=O)C(=C(C5=N4)C(=O)NC6C(OC(=O)C(N(C(=O)CN(C(=O)C7CCCN7C(=O)C(NC6=O)C(C)C)C)C)C(C)C)C)N)C. Drug 2: CC12CCC3C(C1CCC2O)C(CC4=C3C=CC(=C4)O)CCCCCCCCCS(=O)CCCC(C(F)(F)F)(F)F. Cell line: BT-549. Synergy scores: CSS=18.9, Synergy_ZIP=21.0, Synergy_Bliss=22.0, Synergy_Loewe=21.4, Synergy_HSA=19.7. (5) Drug 1: CC1=C(C=C(C=C1)NC2=NC=CC(=N2)N(C)C3=CC4=NN(C(=C4C=C3)C)C)S(=O)(=O)N.Cl. Drug 2: CN(C)N=NC1=C(NC=N1)C(=O)N. Cell line: HT29. Synergy scores: CSS=0.106, Synergy_ZIP=0.0958, Synergy_Bliss=3.85, Synergy_Loewe=-2.34, Synergy_HSA=0.799. (6) Drug 1: CC1=C2C(C(=O)C3(C(CC4C(C3C(C(C2(C)C)(CC1OC(=O)C(C(C5=CC=CC=C5)NC(=O)C6=CC=CC=C6)O)O)OC(=O)C7=CC=CC=C7)(CO4)OC(=O)C)O)C)OC(=O)C. Drug 2: CS(=O)(=O)OCCCCOS(=O)(=O)C. Cell line: HOP-92. Synergy scores: CSS=10.6, Synergy_ZIP=-5.37, Synergy_Bliss=-1.52, Synergy_Loewe=-21.8, Synergy_HSA=-3.88. (7) Drug 2: C1=CC=C(C(=C1)C(C2=CC=C(C=C2)Cl)C(Cl)Cl)Cl. Synergy scores: CSS=-13.2, Synergy_ZIP=7.77, Synergy_Bliss=3.34, Synergy_Loewe=-3.43, Synergy_HSA=-5.09. Drug 1: CS(=O)(=O)CCNCC1=CC=C(O1)C2=CC3=C(C=C2)N=CN=C3NC4=CC(=C(C=C4)OCC5=CC(=CC=C5)F)Cl. Cell line: SF-539. (8) Drug 1: C1=C(C(=O)NC(=O)N1)F. Drug 2: CC1C(C(=O)NC(C(=O)N2CCCC2C(=O)N(CC(=O)N(C(C(=O)O1)C(C)C)C)C)C(C)C)NC(=O)C3=C4C(=C(C=C3)C)OC5=C(C(=O)C(=C(C5=N4)C(=O)NC6C(OC(=O)C(N(C(=O)CN(C(=O)C7CCCN7C(=O)C(NC6=O)C(C)C)C)C)C(C)C)C)N)C. Cell line: HCC-2998. Synergy scores: CSS=29.6, Synergy_ZIP=-4.91, Synergy_Bliss=-9.15, Synergy_Loewe=-8.47, Synergy_HSA=-8.45.